This data is from Catalyst prediction with 721,799 reactions and 888 catalyst types from USPTO. The task is: Predict which catalyst facilitates the given reaction. (1) Reactant: Cl[C:2]1[N:7]=[CH:6][C:5]2[N:8]=[C:9]([C:11]([F:14])([F:13])[F:12])[S:10][C:4]=2[CH:3]=1.[C:15]([NH:22][OH:23])([O:17][C:18]([CH3:21])([CH3:20])[CH3:19])=[O:16].[OH-].[K+].[Cl-].[NH4+]. Product: [F:12][C:11]([F:14])([F:13])[C:9]1[S:10][C:4]2[CH:3]=[C:2]([O:23][NH:22][C:15](=[O:16])[O:17][C:18]([CH3:21])([CH3:20])[CH3:19])[N:7]=[CH:6][C:5]=2[N:8]=1. The catalyst class is: 16. (2) Reactant: [NH2:1][C:2]1[C:7]([Cl:8])=[C:6]([O:9][CH2:10][CH:11]([O:14][CH3:15])[O:12][CH3:13])[CH:5]=[CH:4][C:3]=1[C:16](=[O:18])[CH3:17].Br.[CH:20]([NH:23][C:24]1[S:25][CH:26]=[C:27]([C:29](O)=[O:30])[N:28]=1)([CH3:22])[CH3:21].P(Cl)(Cl)(Cl)=O.O. Product: [C:16]([C:3]1[C:2]([NH:1][C:29]([C:27]2[N:28]=[C:24]([NH:23][CH:20]([CH3:22])[CH3:21])[S:25][CH:26]=2)=[O:30])=[C:7]([Cl:8])[C:6]([O:9][CH2:10][CH:11]([O:12][CH3:13])[O:14][CH3:15])=[CH:5][CH:4]=1)(=[O:18])[CH3:17]. The catalyst class is: 17. (3) Reactant: [F:1][C:2]1[CH:7]=[CH:6][CH:5]=[C:4]([F:8])[C:3]=1[C:9]1[NH:13][C:12]([C:14]2[N:19]=[C:18]([NH:20][S:21]([CH:24]([CH3:26])[CH3:25])(=[O:23])=[O:22])[C:17]([N+:27]([O-])=O)=[CH:16][CH:15]=2)=[C:11]([C:30]2[CH:35]=[CH:34][CH:33]=[CH:32][CH:31]=2)[N:10]=1.[BH4-].[Na+]. Product: [NH2:27][C:17]1[C:18]([NH:20][S:21]([CH:24]([CH3:26])[CH3:25])(=[O:23])=[O:22])=[N:19][C:14]([C:12]2[NH:13][C:9]([C:3]3[C:2]([F:1])=[CH:7][CH:6]=[CH:5][C:4]=3[F:8])=[N:10][C:11]=2[C:30]2[CH:31]=[CH:32][CH:33]=[CH:34][CH:35]=2)=[CH:15][CH:16]=1. The catalyst class is: 19. (4) Reactant: C[O:2][C:3]1[N:12]=[C:11]2[C:6]([CH2:7][CH2:8][C:9](=[O:17])[N:10]2[CH2:13][C@@H:14]2[CH2:16][O:15]2)=[CH:5][CH:4]=1. Product: [OH:15][CH2:16][C@H:14]1[N:12]2[C:11]3[N:10]([C:9](=[O:17])[CH2:8][CH2:7][C:6]=3[CH:5]=[CH:4][C:3]2=[O:2])[CH2:13]1. The catalyst class is: 3.